This data is from Forward reaction prediction with 1.9M reactions from USPTO patents (1976-2016). The task is: Predict the product of the given reaction. (1) Given the reactants [CH3:1][C:2]1[CH:7]=[CH:6][N:5]=[C:4]2[N:8]([C:14]3[CH:19]=[CH:18][C:17]([OH:20])=[CH:16][CH:15]=3)[C:9]3[N:10]([CH:11]=[CH:12][N:13]=3)[C:3]=12.CC(C)([O-])C.[K+].[CH3:27][O:28][CH2:29][CH2:30][N:31]1[C:35]2=[N:36][CH:37]=[CH:38][CH:39]=[C:34]2[N:33]=[C:32]1S(C)(=O)=O.O, predict the reaction product. The product is: [CH3:27][O:28][CH2:29][CH2:30][N:31]1[C:35]2=[N:36][CH:37]=[CH:38][CH:39]=[C:34]2[N:33]=[C:32]1[O:20][C:17]1[CH:18]=[CH:19][C:14]([N:8]2[C:4]3=[N:5][CH:6]=[CH:7][C:2]([CH3:1])=[C:3]3[N:10]3[CH:11]=[CH:12][N:13]=[C:9]23)=[CH:15][CH:16]=1. (2) Given the reactants [S:1]([C:4]1[S:8][C:7]([NH2:9])=[N:6][CH:5]=1)C#N.C(S)[C@@H](O)[C@@H](O)CS.[CH2:18]([O:20][C:21](=[O:26])[C:22](Br)([CH3:24])[CH3:23])[CH3:19].C([O-])([O-])=O.[K+].[K+], predict the reaction product. The product is: [CH2:18]([O:20][C:21](=[O:26])[C:22]([S:1][C:4]1[S:8][C:7]([NH2:9])=[N:6][CH:5]=1)([CH3:24])[CH3:23])[CH3:19]. (3) The product is: [NH:14]1[C:15]2[C:6](=[CH:5][CH:4]=[CH:3][CH:2]=2)[C:7](=[O:16])[NH:8][C:13]1=[O:12]. Given the reactants Cl[C:2]1[CH:3]=[CH:4][CH:5]=[C:6]2[C:15]=1[N:14]=[C:13]1[N:8](CCC[O:12]1)[C:7]2=[O:16].FC1C=CC(N2CC3CCC2CN3)=CC=1.C(N(CC)CC)C.C1(C)C=CC(S(O)(=O)=O)=CC=1, predict the reaction product. (4) Given the reactants [C:1]([C:3]1[CH:4]=[CH:5][C:6](F)=[C:7]([CH:12]=1)[C:8]([O:10][CH3:11])=[O:9])#[N:2].[NH:14]1[CH:18]=[CH:17][N:16]=[CH:15]1, predict the reaction product. The product is: [C:1]([C:3]1[CH:4]=[CH:5][C:6]([N:14]2[CH:18]=[CH:17][N:16]=[CH:15]2)=[C:7]([CH:12]=1)[C:8]([O:10][CH3:11])=[O:9])#[N:2].